Dataset: Reaction yield outcomes from USPTO patents with 853,638 reactions. Task: Predict the reaction yield, written as a fraction of the theoretical maximum amount of product (1.0 means a 100% yield; for example, 0.34 means a 34% yield). (1) The reactants are [F:1][C:2]1[CH:3]=[C:4]([CH:8]=[CH:9][C:10]=1[F:11])[C:5]([NH2:7])=O.P12(SP3(SP(SP(S3)(S1)=S)(=S)S2)=S)=[S:13]. The catalyst is C(OCC)C. The product is [F:1][C:2]1[CH:3]=[C:4]([CH:8]=[CH:9][C:10]=1[F:11])[C:5]([NH2:7])=[S:13]. The yield is 1.00. (2) The catalyst is CN(C=O)C. The reactants are [CH3:1][O:2][C:3](=[O:11])[CH2:4][CH2:5][C@@H:6]([C:8]([OH:10])=[O:9])[NH2:7].C(N(CC)CC)C.[C:19](O[C:19]([O:21][C:22]([CH3:25])([CH3:24])[CH3:23])=[O:20])([O:21][C:22]([CH3:25])([CH3:24])[CH3:23])=[O:20]. The product is [C:22]([O:21][C:19]([NH:7][C@@H:6]([CH2:5][CH2:4][C:3]([O:2][CH3:1])=[O:11])[C:8]([OH:10])=[O:9])=[O:20])([CH3:25])([CH3:24])[CH3:23]. The yield is 0.850.